Dataset: Catalyst prediction with 721,799 reactions and 888 catalyst types from USPTO. Task: Predict which catalyst facilitates the given reaction. (1) Reactant: [Cl:1][C:2]1[CH:9]=[CH:8][C:5]([CH:6]=[O:7])=[C:4]([CH3:10])[N:3]=1.[CH3:11][Mg]Br. Product: [Cl:1][C:2]1[N:3]=[C:4]([CH3:10])[C:5]([CH:6]([OH:7])[CH3:11])=[CH:8][CH:9]=1. The catalyst class is: 1. (2) Reactant: [Cl:1][C:2]1[CH:7]=[CH:6][C:5]([S:8]([C:11]2([C:25]3[CH:30]=[C:29]([F:31])[CH:28]=[CH:27][C:26]=3[F:32])[CH2:16][CH2:15][CH:14]([NH:17][S:18]([CH2:21][C:22]([NH2:24])=O)(=[O:20])=[O:19])[CH2:13][CH2:12]2)(=[O:10])=[O:9])=[CH:4][CH:3]=1.S(Cl)(Cl)=O.CN(C)C=O. Product: [Cl:1][C:2]1[CH:7]=[CH:6][C:5]([S:8]([C:11]2([C:25]3[CH:30]=[C:29]([F:31])[CH:28]=[CH:27][C:26]=3[F:32])[CH2:12][CH2:13][CH:14]([NH:17][S:18]([CH2:21][C:22]#[N:24])(=[O:20])=[O:19])[CH2:15][CH2:16]2)(=[O:10])=[O:9])=[CH:4][CH:3]=1. The catalyst class is: 93. (3) Reactant: [CH3:1][O:2][C:3](=[O:28])[CH2:4][C:5]([C:22]1[CH:27]=[CH:26][N:25]=[CH:24][CH:23]=1)=[CH:6][N:7]1[C:15]2[CH:14]=[CH:13][C:12]([CH3:16])=[CH:11][C:10]=2[C:9]2[CH2:17][N:18]([CH3:21])[CH2:19][CH2:20][C:8]1=2. Product: [CH3:1][O:2][C:3](=[O:28])[CH2:4][CH:5]([C:22]1[CH:23]=[CH:24][N:25]=[CH:26][CH:27]=1)[CH2:6][N:7]1[C:15]2[CH:14]=[CH:13][C:12]([CH3:16])=[CH:11][C:10]=2[C:9]2[CH2:17][N:18]([CH3:21])[CH2:19][CH2:20][C:8]1=2. The catalyst class is: 19. (4) Reactant: O.[CH2:2]([O:9][C:10]1[CH:39]=[CH:38][C:13]([O:14][C:15]2[CH:20]=[C:19]([N:21]3[C:26](=[O:27])[CH:25]=[C:24]([C:28]([F:31])([F:30])[F:29])[N:23]([CH3:32])[C:22]3=[O:33])[C:18]([F:34])=[CH:17][C:16]=2[N+:35]([O-])=O)=[CH:12][CH:11]=1)[C:3]1[CH:8]=[CH:7][CH:6]=[CH:5][CH:4]=1. Product: [CH2:2]([O:9][C:10]1[CH:39]=[CH:38][C:13]([O:14][C:15]2[CH:20]=[C:19]([N:21]3[C:26](=[O:27])[CH:25]=[C:24]([C:28]([F:29])([F:30])[F:31])[N:23]([CH3:32])[C:22]3=[O:33])[C:18]([F:34])=[CH:17][C:16]=2[NH2:35])=[CH:12][CH:11]=1)[C:3]1[CH:4]=[CH:5][CH:6]=[CH:7][CH:8]=1. The catalyst class is: 180. (5) Reactant: [Cl:1][C:2]1[C:10]2[NH:9][C:8]3[CH2:11][CH2:12][N:13]4[C@@H:17]([C:7]=3[C:6]=2[CH:5]=[C:4]([CH3:18])[CH:3]=1)[CH2:16][CH2:15][CH2:14]4.[H-].[Na+].[O:21]1[CH2:23][CH:22]1[C:24]1[CH:29]=[CH:28][N:27]=[CH:26][CH:25]=1. Product: [Cl:1][C:2]1[C:10]2[N:9]([CH2:23][C@H:22]([C:24]3[CH:29]=[CH:28][N:27]=[CH:26][CH:25]=3)[OH:21])[C:8]3[CH2:11][CH2:12][N:13]4[C@@H:17]([C:7]=3[C:6]=2[CH:5]=[C:4]([CH3:18])[CH:3]=1)[CH2:16][CH2:15][CH2:14]4. The catalyst class is: 3. (6) Reactant: [CH3:1][O:2][CH2:3][CH2:4][OH:5].C(N(CC)CC)C.[CH3:13][C:14]1[CH:19]=[CH:18][C:17]([S:20](Cl)(=[O:22])=[O:21])=[CH:16][CH:15]=1.C([O-])([O-])=O.[Na+].[Na+]. Product: [CH3:13][C:14]1[CH:19]=[CH:18][C:17]([S:20]([O:5][CH2:4][CH2:3][O:2][CH3:1])(=[O:22])=[O:21])=[CH:16][CH:15]=1. The catalyst class is: 2. (7) Reactant: [Si:1]([O:8][CH2:9][C:10]1([CH3:38])[S:16][CH2:15][CH2:14][N:13]2[C:17]([C:20]3([C:23]4[CH:28]=[CH:27][C:26](B5OC(C)(C)C(C)(C)O5)=[CH:25][CH:24]=4)[CH2:22][CH2:21]3)=[N:18][N:19]=[C:12]2[CH2:11]1)([C:4]([CH3:7])([CH3:6])[CH3:5])([CH3:3])[CH3:2].Cl[C:40]1[N:45]=[CH:44][C:43]([CH3:46])=[CH:42][N:41]=1.C(=O)([O-])[O-].[K+].[K+].C(=O)([O-])O.[Na+]. Product: [Si:1]([O:8][CH2:9][C:10]1([CH3:38])[S:16][CH2:15][CH2:14][N:13]2[C:17]([C:20]3([C:23]4[CH:28]=[CH:27][C:26]([C:40]5[N:45]=[CH:44][C:43]([CH3:46])=[CH:42][N:41]=5)=[CH:25][CH:24]=4)[CH2:22][CH2:21]3)=[N:18][N:19]=[C:12]2[CH2:11]1)([C:4]([CH3:5])([CH3:7])[CH3:6])([CH3:2])[CH3:3]. The catalyst class is: 437. (8) Reactant: [N:1]([C@@H:4]([C@@H:39]([C:48]1[CH:53]=[CH:52][C:51]([Cl:54])=[CH:50][CH:49]=1)[C:40]1[CH:41]=[N:42][C:43]([O:46][CH3:47])=[CH:44][CH:45]=1)[C:5]([NH:7][C:8]1[CH:37]=[CH:36][CH:35]=[C:34]([F:38])[C:9]=1[CH2:10][CH2:11][C@@H:12]1[N:17]([S:18]([C:21]2[CH:26]=[CH:25][CH:24]=[CH:23][CH:22]=2)(=[O:20])=[O:19])[CH2:16][CH2:15][N:14]([C:27]([O:29][C:30]([CH3:33])([CH3:32])[CH3:31])=[O:28])[CH2:13]1)=[O:6])=[N+]=[N-].CP(C)C. Product: [NH2:1][C@@H:4]([C@@H:39]([C:48]1[CH:53]=[CH:52][C:51]([Cl:54])=[CH:50][CH:49]=1)[C:40]1[CH:41]=[N:42][C:43]([O:46][CH3:47])=[CH:44][CH:45]=1)[C:5]([NH:7][C:8]1[CH:37]=[CH:36][CH:35]=[C:34]([F:38])[C:9]=1[CH2:10][CH2:11][C@@H:12]1[N:17]([S:18]([C:21]2[CH:26]=[CH:25][CH:24]=[CH:23][CH:22]=2)(=[O:20])=[O:19])[CH2:16][CH2:15][N:14]([C:27]([O:29][C:30]([CH3:31])([CH3:33])[CH3:32])=[O:28])[CH2:13]1)=[O:6]. The catalyst class is: 731.